This data is from Catalyst prediction with 721,799 reactions and 888 catalyst types from USPTO. The task is: Predict which catalyst facilitates the given reaction. (1) Reactant: Cl.[NH2:2][C:3]1[CH:8]=[CH:7][C:6]([C:9]2[N:14]=[CH:13][N:12]=[C:11]([NH:15][C@H:16]([C:24]([O:26][CH3:27])=[O:25])[CH2:17][C:18]3[CH:23]=[CH:22][CH:21]=[CH:20][CH:19]=3)[CH:10]=2)=[CH:5][CH:4]=1.C(N(CC)C(C)C)(C)C.[C:37](Cl)(=[O:44])[C:38]1[CH:43]=[CH:42][CH:41]=[CH:40][CH:39]=1. Product: [C:37]([NH:2][C:3]1[CH:8]=[CH:7][C:6]([C:9]2[N:14]=[CH:13][N:12]=[C:11]([NH:15][C@H:16]([C:24]([O:26][CH3:27])=[O:25])[CH2:17][C:18]3[CH:23]=[CH:22][CH:21]=[CH:20][CH:19]=3)[CH:10]=2)=[CH:5][CH:4]=1)(=[O:44])[C:38]1[CH:43]=[CH:42][CH:41]=[CH:40][CH:39]=1. The catalyst class is: 4. (2) Reactant: [Br:1][C:2]1[CH:3]=[C:4]([CH:10]=[CH:11][CH:12]=1)[O:5][CH2:6][C:7](Cl)=[O:8].C(N(CC)CC)C.[NH2:20][CH:21]1[CH2:26][CH2:25][N:24]([C:27]([O:29][C:30]([CH3:33])([CH3:32])[CH3:31])=[O:28])[CH2:23][CH2:22]1. Product: [Br:1][C:2]1[CH:3]=[C:4]([CH:10]=[CH:11][CH:12]=1)[O:5][CH2:6][C:7]([NH:20][CH:21]1[CH2:22][CH2:23][N:24]([C:27]([O:29][C:30]([CH3:33])([CH3:32])[CH3:31])=[O:28])[CH2:25][CH2:26]1)=[O:8]. The catalyst class is: 34.